From a dataset of Reaction yield outcomes from USPTO patents with 853,638 reactions. Predict the reaction yield, written as a fraction of the theoretical maximum amount of product (1.0 means a 100% yield; for example, 0.34 means a 34% yield). (1) The reactants are [CH3:1][O:2][C:3]1[CH:8]=[C:7]([CH2:9][O:10][CH3:11])[CH:6]=[C:5]([O:12][CH3:13])[C:4]=1[C:14]1[N:19]2[N:20]=[C:21]([CH2:26][CH3:27])[C:22]([N+:23]([O-])=O)=[C:18]2[CH:17]=[CH:16][CH:15]=1. The catalyst is [C].[Pd].CO. The product is [CH3:13][O:12][C:5]1[CH:6]=[C:7]([CH2:9][O:10][CH3:11])[CH:8]=[C:3]([O:2][CH3:1])[C:4]=1[C:14]1[N:19]2[N:20]=[C:21]([CH2:26][CH3:27])[C:22]([NH2:23])=[C:18]2[CH:17]=[CH:16][CH:15]=1. The yield is 0.840. (2) The reactants are Cl.[NH:2]1[CH2:5][CH:4]([C:6]([O:8][CH3:9])=[O:7])[CH2:3]1.C(=O)([O-])O.[Na+].[C:15](O[C:15]([O:17][C:18]([CH3:21])([CH3:20])[CH3:19])=[O:16])([O:17][C:18]([CH3:21])([CH3:20])[CH3:19])=[O:16]. The catalyst is O.O1CCCC1. The product is [C:18]([O:17][C:15]([N:2]1[CH2:5][CH:4]([C:6]([O:8][CH3:9])=[O:7])[CH2:3]1)=[O:16])([CH3:21])([CH3:20])[CH3:19]. The yield is 0.135.